This data is from Full USPTO retrosynthesis dataset with 1.9M reactions from patents (1976-2016). The task is: Predict the reactants needed to synthesize the given product. (1) Given the product [N+:1]([C:4]1[CH:5]=[CH:6][C:7]([F:11])=[N:8][CH:9]=1)([O-:3])=[O:2], predict the reactants needed to synthesize it. The reactants are: [N+:1]([C:4]1[CH:5]=[CH:6][C:7](Cl)=[N:8][CH:9]=1)([O-:3])=[O:2].[F-:11].[K+].C1CS(=O)(=O)CC1. (2) Given the product [CH3:63][S:64]([OH:67])(=[O:66])=[O:65].[S:31]1[C:27]2[CH:26]=[CH:25][CH:24]=[C:23]([O:22][C:19]3[CH:20]=[CH:21][C:16]([NH:15][C:13]4[C:14]5[N:6]([CH2:5][CH2:4][NH:3][C:34](=[O:33])[C:35]([CH3:40])([CH3:39])[CH2:36][OH:37])[CH:7]=[CH:8][C:9]=5[N:10]=[CH:11][N:12]=4)=[CH:17][C:18]=3[F:32])[C:28]=2[CH:29]=[N:30]1, predict the reactants needed to synthesize it. The reactants are: Cl.Cl.[NH2:3][CH2:4][CH2:5][N:6]1[C:14]2[C:13]([NH:15][C:16]3[CH:21]=[CH:20][C:19]([O:22][C:23]4[C:28]5[CH:29]=[N:30][S:31][C:27]=5[CH:26]=[CH:25][CH:24]=4)=[C:18]([F:32])[CH:17]=3)=[N:12][CH:11]=[N:10][C:9]=2[CH:8]=[CH:7]1.[OH:33][CH2:34][C:35]([CH3:40])([CH3:39])[C:36](O)=[O:37].ON1C2C=CC=CC=2N=N1.Cl.C(N=C=NCCCN(C)C)C.[CH3:63][S:64]([OH:67])(=[O:66])=[O:65]. (3) Given the product [CH3:43][N:27]([CH3:26])[C:28](=[O:42])[O:29][C:30]1[CH:39]=[C:38]([CH2:40][NH:21][C:19]([C:12]2[C:10]3[O:11][C:7]4[C@@:8]([CH3:24])([C:22](=[O:23])[C:4]([C:1](=[O:3])[CH3:2])=[C:5]([OH:25])[CH:6]=4)[C:9]=3[C:15]([OH:16])=[CH:14][C:13]=2[O:17][CH3:18])=[O:20])[C:37]2[C:32](=[CH:33][CH:34]=[CH:35][CH:36]=2)[CH:31]=1, predict the reactants needed to synthesize it. The reactants are: [C:1]([C:4]1[C:22](=[O:23])[C@@:8]2([CH3:24])[C:9]3[C:15]([OH:16])=[CH:14][C:13]([O:17][CH3:18])=[C:12]([C:19]([NH2:21])=[O:20])[C:10]=3[O:11][C:7]2=[CH:6][C:5]=1[OH:25])(=[O:3])[CH3:2].[CH3:26][N:27]([CH3:43])[C:28](=[O:42])[O:29][C:30]1[CH:39]=[C:38]([CH:40]=O)[C:37]2[C:32](=[CH:33][CH:34]=[CH:35][CH:36]=2)[CH:31]=1.C([SiH](CC)CC)C.FC(F)(F)C(O)=O. (4) Given the product [C:1]([O:5][C:6]([N:8]1[CH2:12][CH2:11][C@:10]([F:16])([C:13]([O-:15])=[O:14])[CH2:9]1)=[O:7])([CH3:4])([CH3:2])[CH3:3].[Li+:18], predict the reactants needed to synthesize it. The reactants are: [C:1]([O:5][C:6]([N:8]1[CH2:12][CH2:11][C@:10]([F:16])([C:13]([OH:15])=[O:14])[CH2:9]1)=[O:7])([CH3:4])([CH3:3])[CH3:2].[OH-].[Li+:18].O1CCCC1.